Task: Binary Classification. Given a T-cell receptor sequence (or CDR3 region) and an epitope sequence, predict whether binding occurs between them.. Dataset: TCR-epitope binding with 47,182 pairs between 192 epitopes and 23,139 TCRs (1) The epitope is KPLEFGATSAAL. The TCR CDR3 sequence is CASSPPDLKGPDTQYF. Result: 1 (the TCR binds to the epitope). (2) The epitope is RLRPGGKKK. The TCR CDR3 sequence is CSPWKNTEAFF. Result: 0 (the TCR does not bind to the epitope). (3) The epitope is GILGFVFTL. The TCR CDR3 sequence is CASSIYHTDTQYF. Result: 1 (the TCR binds to the epitope).